Task: Regression. Given a peptide amino acid sequence and an MHC pseudo amino acid sequence, predict their binding affinity value. This is MHC class I binding data.. Dataset: Peptide-MHC class I binding affinity with 185,985 pairs from IEDB/IMGT (1) The peptide sequence is DPPEPLVRI. The MHC is HLA-B27:03 with pseudo-sequence HLA-B27:03. The binding affinity (normalized) is 0.0847. (2) The peptide sequence is SLMSRVVYK. The MHC is HLA-B15:01 with pseudo-sequence HLA-B15:01. The binding affinity (normalized) is 0.0847. (3) The peptide sequence is RGYVWTNGY. The MHC is HLA-A03:01 with pseudo-sequence HLA-A03:01. The binding affinity (normalized) is 0.714.